The task is: Regression. Given a peptide amino acid sequence and an MHC pseudo amino acid sequence, predict their binding affinity value. This is MHC class I binding data.. This data is from Peptide-MHC class I binding affinity with 185,985 pairs from IEDB/IMGT. (1) The peptide sequence is ALLMLAISLV. The MHC is HLA-A02:03 with pseudo-sequence HLA-A02:03. The binding affinity (normalized) is 0.593. (2) The peptide sequence is LALWDSNFFT. The MHC is HLA-A02:01 with pseudo-sequence HLA-A02:01. The binding affinity (normalized) is 0.380. (3) The peptide sequence is FPFKYAAKF. The MHC is Mamu-A2201 with pseudo-sequence Mamu-A2201. The binding affinity (normalized) is 0.648.